This data is from Full USPTO retrosynthesis dataset with 1.9M reactions from patents (1976-2016). The task is: Predict the reactants needed to synthesize the given product. (1) Given the product [OH:1][C:2]([CH3:36])([CH2:34][OH:35])[CH2:3][C@@:4]1([C:28]2[CH:33]=[CH:32][CH:31]=[CH:30][CH:29]=2)[O:9][C:8](=[O:10])[N:7]([C@H:11]([C:13]2[CH:14]=[CH:15][C:16]([C:38]3[CH:43]=[CH:42][N:41]([CH3:44])[C:40](=[O:45])[CH:39]=3)=[CH:17][CH:18]=2)[CH3:12])[CH2:6][CH2:5]1, predict the reactants needed to synthesize it. The reactants are: [OH:1][C:2]([CH3:36])([CH2:34][OH:35])[CH2:3][C@@:4]1([C:28]2[CH:33]=[CH:32][CH:31]=[CH:30][CH:29]=2)[O:9][C:8](=[O:10])[N:7]([C@H:11]([C:13]2[CH:18]=[CH:17][C:16](B3OC(C)(C)C(C)(C)O3)=[CH:15][CH:14]=2)[CH3:12])[CH2:6][CH2:5]1.I[C:38]1[CH:43]=[CH:42][N:41]([CH3:44])[C:40](=[O:45])[CH:39]=1. (2) Given the product [C:1]([O:5][C:6]([N:8]([CH2:15][CH2:16][CH2:17][CH2:18][C:19]1[CH:20]=[CH:21][C:22]([NH2:25])=[CH:23][CH:24]=1)[C:9]1[CH:14]=[CH:13][CH:12]=[CH:11][N:10]=1)=[O:7])([CH3:4])([CH3:2])[CH3:3], predict the reactants needed to synthesize it. The reactants are: [C:1]([O:5][C:6]([N:8]([CH2:15][CH2:16][CH2:17][CH2:18][C:19]1[CH:24]=[CH:23][C:22]([N+:25]([O-])=O)=[CH:21][CH:20]=1)[C:9]1[CH:14]=[CH:13][CH:12]=[CH:11][N:10]=1)=[O:7])([CH3:4])([CH3:3])[CH3:2]. (3) The reactants are: COC1C=C(C)C(S(N2CCCC2COCC(O)=O)(=O)=O)=C(C)C=1.N1C=CC=C(C2(O)CCNCC2)C=1.C(=O)(O)[O-].[Na+].[OH:43][C:44]1([C:73]2[CH:74]=[N:75][CH:76]=[CH:77][CH:78]=2)[CH2:49][CH2:48][N:47]([C:50](=[O:72])[CH2:51][O:52][CH2:53][CH:54]2[CH2:58][CH2:57][CH2:56][N:55]2[S:59]([C:62]2[C:67]([CH3:68])=[CH:66][C:65]([O:69][CH3:70])=[CH:64][C:63]=2[CH3:71])(=[O:61])=[O:60])[CH2:46][CH2:45]1.[Cl:79][Si](C)(C)C. Given the product [ClH:79].[OH:43][C:44]1([C:73]2[CH:74]=[N:75][CH:76]=[CH:77][CH:78]=2)[CH2:45][CH2:46][N:47]([C:50](=[O:72])[CH2:51][O:52][CH2:53][CH:54]2[CH2:58][CH2:57][CH2:56][N:55]2[S:59]([C:62]2[C:67]([CH3:68])=[CH:66][C:65]([O:69][CH3:70])=[CH:64][C:63]=2[CH3:71])(=[O:60])=[O:61])[CH2:48][CH2:49]1, predict the reactants needed to synthesize it. (4) Given the product [CH3:13][O:14][C:15](=[O:34])[C:16]1[C:17](=[CH:22][C:23]([O:26][C:27]2[CH:32]=[CH:31][CH:30]=[CH:29][C:28]=2[NH:33][C:7](=[O:8])[C:6]2[CH:10]=[CH:11][CH:12]=[C:4]([N+:1]([O-:3])=[O:2])[CH:5]=2)=[CH:24][CH:25]=1)[C:18]([O:20][CH3:21])=[O:19], predict the reactants needed to synthesize it. The reactants are: [N+:1]([C:4]1[CH:5]=[C:6]([CH:10]=[CH:11][CH:12]=1)[C:7](Cl)=[O:8])([O-:3])=[O:2].[CH3:13][O:14][C:15](=[O:34])[C:16]1[C:17](=[CH:22][C:23]([O:26][C:27]2[CH:32]=[CH:31][CH:30]=[CH:29][C:28]=2[NH2:33])=[CH:24][CH:25]=1)[C:18]([O:20][CH3:21])=[O:19]. (5) Given the product [CH2:31]([O:30][C:28](=[O:29])[CH2:27][O:18][C:11]1[C:12]2[C:17](=[CH:16][CH:15]=[CH:14][CH:13]=2)[C:8]([NH:7][C:6]([O:5][C:1]([CH3:4])([CH3:2])[CH3:3])=[O:19])=[CH:9][CH:10]=1)[CH3:32], predict the reactants needed to synthesize it. The reactants are: [C:1]([O:5][C:6](=[O:19])[NH:7][C:8]1[C:17]2[C:12](=[CH:13][CH:14]=[CH:15][CH:16]=2)[C:11]([OH:18])=[CH:10][CH:9]=1)([CH3:4])([CH3:3])[CH3:2].C(=O)([O-])[O-].[Cs+].[Cs+].Br[CH2:27][C:28]([O:30][CH2:31][CH3:32])=[O:29]. (6) Given the product [CH:23]1([NH:1][CH2:2][CH:3]2[CH2:12][CH2:11][CH2:10][C:9]3[C:8]([O:13][C:14]4[CH:22]=[CH:21][C:17]([C:18]([NH2:20])=[O:19])=[CH:16][N:15]=4)=[CH:7][CH:6]=[CH:5][C:4]2=3)[CH2:27][CH2:26][CH2:25][CH2:24]1, predict the reactants needed to synthesize it. The reactants are: [NH2:1][CH2:2][CH:3]1[CH2:12][CH2:11][CH2:10][C:9]2[C:8]([O:13][C:14]3[CH:22]=[CH:21][C:17]([C:18]([NH2:20])=[O:19])=[CH:16][N:15]=3)=[CH:7][CH:6]=[CH:5][C:4]1=2.[C:23]1(=O)[CH2:27][CH2:26][CH2:25][CH2:24]1.[BH3-]C#N.[Na+]. (7) Given the product [CH2:14]([C:21]1[NH:26][C:25]([C:27]2[CH:28]=[CH:29][CH:30]=[CH:31][CH:32]=2)=[CH:24][N:23]2[C:10](=[O:12])[C:9]([CH2:8][C:5]3[CH:4]=[CH:3][C:2]([OH:1])=[CH:7][CH:6]=3)=[N:33][C:22]=12)[C:15]1[CH:16]=[CH:17][CH:18]=[CH:19][CH:20]=1, predict the reactants needed to synthesize it. The reactants are: [OH:1][C:2]1[CH:7]=[CH:6][C:5]([CH2:8][C:9](=O)[C:10]([OH:12])=O)=[CH:4][CH:3]=1.[CH2:14]([C:21]1[C:22]([NH2:33])=[N:23][CH:24]=[C:25]([C:27]2[CH:32]=[CH:31][CH:30]=[CH:29][CH:28]=2)[N:26]=1)[C:15]1[CH:20]=[CH:19][CH:18]=[CH:17][CH:16]=1.